Dataset: Full USPTO retrosynthesis dataset with 1.9M reactions from patents (1976-2016). Task: Predict the reactants needed to synthesize the given product. (1) Given the product [ClH:1].[N:2]1([S:11]([C:14]2[CH:15]=[N:16][C:17]3[C:22]([CH:23]=2)=[CH:21][CH:20]=[CH:19][C:18]=3[N:24]2[CH2:25][CH2:26][N:27]([CH3:32])[CH2:28][CH2:29]2)(=[O:13])=[O:12])[C:10]2[C:5](=[CH:6][CH:7]=[CH:8][CH:9]=2)[CH2:4][CH2:3]1, predict the reactants needed to synthesize it. The reactants are: [ClH:1].[N:2]1([S:11]([C:14]2[CH:15]=[N:16][C:17]3[C:22]([CH:23]=2)=[CH:21][CH:20]=[CH:19][C:18]=3[N:24]2[CH2:29][CH2:28][NH:27][CH2:26][CH2:25]2)(=[O:13])=[O:12])[C:10]2[C:5](=[CH:6][CH:7]=[CH:8][CH:9]=2)[CH2:4][CH2:3]1.C=O.[C:32](O[BH-](OC(=O)C)OC(=O)C)(=O)C.[Na+].Cl. (2) Given the product [Cl:1][C:2]1[CH:3]=[C:4]([N:9]2[CH2:14][CH2:13][N:12]([C:16]([NH:15][C:18]3[CH:27]=[CH:26][CH:25]=[C:24]4[C:19]=3[CH:20]=[CH:21][N:22]=[CH:23]4)=[O:17])[CH2:11][CH2:10]2)[CH:5]=[CH:6][C:7]=1[Cl:8], predict the reactants needed to synthesize it. The reactants are: [Cl:1][C:2]1[CH:3]=[C:4]([N:9]2[CH2:14][CH2:13][NH:12][CH2:11][CH2:10]2)[CH:5]=[CH:6][C:7]=1[Cl:8].[N:15]([C:18]1[CH:27]=[CH:26][CH:25]=[C:24]2[C:19]=1[CH:20]=[CH:21][N:22]=[CH:23]2)=[C:16]=[O:17]. (3) Given the product [F:28][C:29]([F:34])([F:33])[C:30]([OH:32])=[O:31].[Cl:11][CH2:10][CH2:9][CH2:8]/[C:7](=[CH:12]\[C:13]1[CH:18]=[CH:17][C:16]([N:19]2[CH:23]=[C:22]([CH3:24])[N:21]=[CH:20]2)=[C:15]([O:25][CH3:26])[CH:14]=1)/[C:6]([OH:27])=[O:5], predict the reactants needed to synthesize it. The reactants are: C([O:5][C:6](=[O:27])/[C:7](=[CH:12]/[C:13]1[CH:18]=[CH:17][C:16]([N:19]2[CH:23]=[C:22]([CH3:24])[N:21]=[CH:20]2)=[C:15]([O:25][CH3:26])[CH:14]=1)/[CH2:8][CH2:9][CH2:10][Cl:11])(C)(C)C.[F:28][C:29]([F:34])([F:33])[C:30]([OH:32])=[O:31]. (4) Given the product [Cl:11][C:4]1[N:3]=[C:2]([NH:19][CH3:18])[C:7]([N+:8]([O-:10])=[O:9])=[CH:6][CH:5]=1, predict the reactants needed to synthesize it. The reactants are: Cl[C:2]1[C:7]([N+:8]([O-:10])=[O:9])=[CH:6][CH:5]=[C:4]([Cl:11])[N:3]=1.C([O-])([O-])=O.[Na+].[Na+].[CH3:18][NH2:19].O. (5) Given the product [CH3:25][S:22]([C:18]1[CH:17]=[C:16]([C:13]2[S:12][C:11]([C:10]3[N:6]([CH2:2][C:3]([O:5][CH2:30][CH3:31])=[O:4])[N:7]=[C:8]([C:26]([F:29])([F:28])[F:27])[CH:9]=3)=[CH:15][CH:14]=2)[CH:21]=[CH:20][CH:19]=1)(=[O:24])=[O:23], predict the reactants needed to synthesize it. The reactants are: C[CH:2]([N:6]1[C:10]([C:11]2[S:12][C:13]([C:16]3[CH:21]=[CH:20][CH:19]=[C:18]([S:22]([CH3:25])(=[O:24])=[O:23])[CH:17]=3)=[CH:14][CH:15]=2)=[CH:9][C:8]([C:26]([F:29])([F:28])[F:27])=[N:7]1)[C:3]([OH:5])=[O:4].[CH3:30][CH:31](O)C. (6) Given the product [OH:17][CH:15]([CH3:16])[CH2:14][CH2:13][C:11]1[O:10][N:9]=[C:8]([C:5]2[CH:6]=[CH:7][C:2]([CH3:1])=[C:3]([NH:18][C:19]([C:21]3[N:25]4[CH:26]=[CH:27][CH:28]=[CH:29][C:24]4=[N:23][CH:22]=3)=[O:20])[CH:4]=2)[N:12]=1, predict the reactants needed to synthesize it. The reactants are: [CH3:1][C:2]1[CH:7]=[CH:6][C:5]([C:8]2[N:12]=[C:11]([CH2:13][CH2:14][C:15](=[O:17])[CH3:16])[O:10][N:9]=2)=[CH:4][C:3]=1[NH:18][C:19]([C:21]1[N:25]2[CH:26]=[CH:27][CH:28]=[CH:29][C:24]2=[N:23][CH:22]=1)=[O:20].[BH4-].[Na+]. (7) Given the product [C:1]1([CH2:7][CH2:8][N:9]2[CH2:14][CH2:13][C:12]3([CH2:23][C:22](=[O:24])[C:21]4[C:16](=[CH:17][CH:18]=[C:19](/[CH:25]=[CH:26]/[C:27]([NH:30][O:31][CH:32]5[CH2:37][CH2:36][CH2:35][CH2:34][O:33]5)=[O:28])[CH:20]=4)[O:15]3)[CH2:11][CH2:10]2)[CH:6]=[CH:5][CH:4]=[CH:3][CH:2]=1, predict the reactants needed to synthesize it. The reactants are: [C:1]1([CH2:7][CH2:8][N:9]2[CH2:14][CH2:13][C:12]3([CH2:23][C:22](=[O:24])[C:21]4[C:16](=[CH:17][CH:18]=[C:19](/[CH:25]=[CH:26]/[C:27](O)=[O:28])[CH:20]=4)[O:15]3)[CH2:11][CH2:10]2)[CH:6]=[CH:5][CH:4]=[CH:3][CH:2]=1.[NH2:30][O:31][CH:32]1[CH2:37][CH2:36][CH2:35][CH2:34][O:33]1. (8) Given the product [ClH:1].[Cl:1][C:2]1[C:7]2[CH:8]=[C:9]([CH3:12])[N:10]([CH3:11])[C:6]=2[C:5]([C:13]([OH:15])=[O:14])=[CH:4][N:3]=1, predict the reactants needed to synthesize it. The reactants are: [Cl:1][C:2]1[C:7]2[CH:8]=[C:9]([CH3:12])[N:10]([CH3:11])[C:6]=2[C:5]([C:13]([O:15]C)=[O:14])=[CH:4][N:3]=1. (9) Given the product [CH3:24][N:20]1[CH2:21][CH2:22][CH2:23][CH:19]1[CH2:18][CH2:17][O:1][C:2]1[CH:7]=[CH:6][C:5]([C:8]2([C:14]#[N:15])[CH2:13][CH2:12][O:11][CH2:10][CH2:9]2)=[CH:4][CH:3]=1, predict the reactants needed to synthesize it. The reactants are: [OH:1][C:2]1[CH:7]=[CH:6][C:5]([C:8]2([C:14]#[N:15])[CH2:13][CH2:12][O:11][CH2:10][CH2:9]2)=[CH:4][CH:3]=1.Cl[CH2:17][CH2:18][CH:19]1[CH2:23][CH2:22][CH2:21][N:20]1[CH3:24].C([O-])([O-])=O.[K+].[K+].